This data is from Forward reaction prediction with 1.9M reactions from USPTO patents (1976-2016). The task is: Predict the product of the given reaction. (1) The product is: [N:16]([CH2:19][CH:20]1[CH2:24][C:23]2[CH:25]=[CH:26][CH:27]=[C:28]([CH:29]3[CH2:33][CH2:32][CH2:5][CH2:30]3)[C:22]=2[O:21]1)=[N+:17]=[N-:18]. Given the reactants S([C:5]1C=CC(C)=CC=1)([O-])(=O)=O.[N-]=[N+]=[N-].[Na+].[N:16]([CH2:19][CH:20]1[CH2:24][C:23]2[CH:25]=[C:26](Cl)[CH:27]=[C:28]([C:29]3[CH:33]=[CH:32]S[CH:30]=3)[C:22]=2[O:21]1)=[N+:17]=[N-:18], predict the reaction product. (2) The product is: [CH2:1]([O:8][C:23]1[CH:24]=[CH:25][C:26]([N+:31]([O-:33])=[O:32])=[C:27]([CH:30]=1)[NH:28][CH3:29])[C:2]1[CH:7]=[CH:6][CH:5]=[CH:4][CH:3]=1. Given the reactants [CH2:1]([OH:8])[C:2]1[CH:7]=[CH:6][CH:5]=[CH:4][CH:3]=1.C(=O)([O-])[O-].[K+].[K+].C1(C)C=CC=CC=1.F[C:23]1[CH:24]=[CH:25][C:26]([N+:31]([O-:33])=[O:32])=[C:27]([CH:30]=1)[NH:28][CH3:29], predict the reaction product. (3) Given the reactants [NH:1]1[CH2:6][CH2:5][O:4][CH2:3][CH2:2]1.C(P(C(C)(C)C)C1C=CC=CC=1C1C=CC=CC=1)(C)(C)C.P([O-])([O-])([O-])=O.[K+].[K+].[K+].FC(F)(F)S(O[C:42]1[CH:47]=[CH:46][C:45]([C:48]2[CH:52]=[C:51]([C:53]([NH:55][CH2:56][CH2:57][N:58]3[CH2:63][CH2:62][O:61][CH2:60][CH2:59]3)=[O:54])[S:50][CH:49]=2)=[CH:44][CH:43]=1)(=O)=O, predict the reaction product. The product is: [N:1]1([C:42]2[CH:43]=[CH:44][C:45]([C:48]3[CH:52]=[C:51]([C:53]([NH:55][CH2:56][CH2:57][N:58]4[CH2:59][CH2:60][O:61][CH2:62][CH2:63]4)=[O:54])[S:50][CH:49]=3)=[CH:46][CH:47]=2)[CH2:6][CH2:5][O:4][CH2:3][CH2:2]1. (4) Given the reactants C([O:4][C@@H:5]1[C@@H:13]([CH2:14][O:15]C(=O)C)[O:12][C@H:11]2[C@H:7]([N:8]=[C:9]([NH:19][CH3:20])[S:10]2)[C@H:6]1[O:21]C(=O)C)(=O)C.C(=O)([O-])[O-].[K+].[K+], predict the reaction product. The product is: [OH:15][CH2:14][C@H:13]1[O:12][C@H:11]2[C@H:7]([N:8]=[C:9]([NH:19][CH3:20])[S:10]2)[CH:6]([OH:21])[C@@H:5]1[OH:4]. (5) Given the reactants [CH3:1][O:2][C:3]1[CH:4]=[CH:5][C:6]2[CH:15]=[CH:14][C:13]3[O:12][CH2:11][C:10]([C:16]([OH:18])=[O:17])=[CH:9][C:8]=3[C:7]=2[CH:19]=1, predict the reaction product. The product is: [CH3:1][O:2][C:3]1[CH:4]=[CH:5][C:6]2[CH:15]=[CH:14][C:13]3[O:12][CH2:11][CH:10]([C:16]([OH:18])=[O:17])[CH2:9][C:8]=3[C:7]=2[CH:19]=1. (6) Given the reactants [Cl:1][C:2]1[N:3]=[C:4](Cl)[C:5]2[CH2:10][O:9][CH:8]([C:11]3[CH:16]=[CH:15][C:14]([F:17])=[CH:13][CH:12]=3)[C:6]=2[N:7]=1.C1(C)C=CC(S(O)(=O)=O)=CC=1.[CH3:30][C@H:31]1[CH2:35][CH2:34][CH2:33][NH:32]1, predict the reaction product. The product is: [Cl:1][C:2]1[N:3]=[C:4]([N:32]2[CH2:33][CH2:34][CH2:35][C@@H:31]2[CH3:30])[C:5]2[CH2:10][O:9][CH:8]([C:11]3[CH:16]=[CH:15][C:14]([F:17])=[CH:13][CH:12]=3)[C:6]=2[N:7]=1.